This data is from Full USPTO retrosynthesis dataset with 1.9M reactions from patents (1976-2016). The task is: Predict the reactants needed to synthesize the given product. (1) Given the product [CH:31]([NH:30][C:28](=[O:29])[C:24]1[CH:23]=[C:22]([O:21][C:18]2[CH:19]=[N:20][C:15]([NH:14][C:9]([NH:5][C:3](=[O:4])[C:2]([CH3:7])([CH3:6])[CH3:1])=[O:10])=[CH:16][CH:17]=2)[CH:27]=[CH:26][N:25]=1)([CH3:33])[CH3:32], predict the reactants needed to synthesize it. The reactants are: [CH3:1][C:2]([CH3:7])([CH3:6])[C:3]([NH2:5])=[O:4].C(Cl)(=O)[C:9](Cl)=[O:10].[NH2:14][C:15]1[N:20]=[CH:19][C:18]([O:21][C:22]2[CH:27]=[CH:26][N:25]=[C:24]([C:28]([NH:30][CH:31]([CH3:33])[CH3:32])=[O:29])[CH:23]=2)=[CH:17][CH:16]=1.CCN(C(C)C)C(C)C. (2) The reactants are: [F:1][C:2]1([F:26])[C:9]2([OH:13])[C:10]([F:12])([F:11])[C:5]3(F)[C:6]([F:21])([F:20])[C:7]([OH:19])([C:16]([F:18])([F:17])[C:3]1([OH:25])[C:4]3([F:24])[F:23])[C:8]2([F:15])[F:14].[OH:27]C12CC3(O)CC(O)(CC(O)(C3)C1)C2. Given the product [OH:25][C:3]12[C:16]([F:17])([F:18])[C:7]3([OH:19])[C:6]([F:20])([F:21])[C:5]([OH:27])([C:10]([F:11])([F:12])[C:9]([OH:13])([C:8]3([F:14])[F:15])[C:2]1([F:26])[F:1])[C:4]2([F:23])[F:24], predict the reactants needed to synthesize it.